From a dataset of Reaction yield outcomes from USPTO patents with 853,638 reactions. Predict the reaction yield, written as a fraction of the theoretical maximum amount of product (1.0 means a 100% yield; for example, 0.34 means a 34% yield). (1) The reactants are [C:1]([CH2:3][C:4]([O:6][C:7]([CH3:10])([CH3:9])[CH3:8])=[O:5])#[N:2].C[Si](C)(C)N[Si](C)(C)C.[Li].Cl[C:22]1[N:27]=[C:26]([C:28]([F:31])([F:30])[F:29])[CH:25]=[CH:24][N:23]=1. The catalyst is C1COCC1. The product is [C:1]([C:3](=[C:22]1[N:27]=[C:26]([C:28]([F:31])([F:30])[F:29])[CH:25]=[CH:24][NH:23]1)[C:4]([O:6][C:7]([CH3:10])([CH3:9])[CH3:8])=[O:5])#[N:2]. The yield is 0.820. (2) The reactants are [Cl:1][C:2]1[CH:7]=[CH:6][C:5]([C:8]2[CH:13]=[CH:12][C:11]([OH:14])=[C:10]([C:15]3[CH:20]=[CH:19][N:18]=[N:17][CH:16]=3)[CH:9]=2)=[CH:4][C:3]=1[C:21]([F:24])([F:23])[F:22].C(=O)([O-])[O-].[K+].[K+].[Cl:31][C:32]1[C:33](F)=[CH:34][C:35]([F:58])=[C:36]([S:38]([N:41]([CH2:47][C:48]2[CH:53]=[CH:52][C:51]([O:54][CH3:55])=[CH:50][C:49]=2[O:56][CH3:57])[C:42]2[S:43][CH:44]=[N:45][N:46]=2)(=[O:40])=[O:39])[CH:37]=1. The catalyst is CS(C)=O. The product is [Cl:31][C:32]1[C:33]([O:14][C:11]2[CH:12]=[CH:13][C:8]([C:5]3[CH:6]=[CH:7][C:2]([Cl:1])=[C:3]([C:21]([F:22])([F:24])[F:23])[CH:4]=3)=[CH:9][C:10]=2[C:15]2[CH:20]=[CH:19][N:18]=[N:17][CH:16]=2)=[CH:34][C:35]([F:58])=[C:36]([S:38]([N:41]([CH2:47][C:48]2[CH:53]=[CH:52][C:51]([O:54][CH3:55])=[CH:50][C:49]=2[O:56][CH3:57])[C:42]2[S:43][CH:44]=[N:45][N:46]=2)(=[O:39])=[O:40])[CH:37]=1. The yield is 0.690. (3) The reactants are C(OC([CH2:8][NH:9][C:10]1[CH:11]=[C:12]([C:16]2[N:21]=[CH:20][C:19]([CH2:22][CH:23]([O:29][CH2:30][CH3:31])[C:24]([O:26][CH2:27][CH3:28])=[O:25])=[CH:18][CH:17]=2)[CH:13]=[CH:14][CH:15]=1)=O)(C)(C)C.ClCCl.FC(F)(F)C(O)=O. The catalyst is O. The product is [CH2:30]([O:29][CH:23]([CH2:22][C:19]1[CH:20]=[N:21][C:16]([C:12]2[CH:13]=[CH:14][CH:15]=[C:10]([NH:9][CH3:8])[CH:11]=2)=[CH:17][CH:18]=1)[C:24]([O:26][CH2:27][CH3:28])=[O:25])[CH3:31]. The yield is 0.940. (4) The reactants are [Cl:1][C:2]1[CH:3]=[CH:4][C:5]([OH:17])=[C:6]([CH2:8][C:9]2[CH:14]=[C:13]([Cl:15])[CH:12]=[CH:11][C:10]=2[OH:16])[CH:7]=1.I[CH2:19]I.C(=O)([O-])[O-].[K+].[K+]. The catalyst is CN(C=O)C. The product is [Cl:1][C:2]1[CH:3]=[CH:4][C:5]2[O:17][CH2:19][O:16][C:10]3[CH:11]=[CH:12][C:13]([Cl:15])=[CH:14][C:9]=3[CH2:8][C:6]=2[CH:7]=1. The yield is 0.840. (5) The reactants are [C:1]([O:5][C:6]([CH:8]1[CH2:13][CH:12]2[CH2:14][CH:9]1[C:10](=[O:15])[O:11]2)=[O:7])([CH3:4])([CH3:3])[CH3:2].[OH-].[Li+].Cl.Cl.[CH2:20]([O:22][C:23]([C@@:25]1([NH2:30])[CH2:27][C@H:26]1[CH:28]=[CH2:29])=[O:24])[CH3:21].C(N(C(C)C)CC)(C)C.CN(C(ON1N=NC2C=CC=NC1=2)=[N+](C)C)C.F[P-](F)(F)(F)(F)F. The catalyst is O1CCOCC1.O. The product is [C:1]([O:5][C:6]([C@@H:8]1[CH2:13][C@@H:12]([OH:11])[CH2:14][C@H:9]1[C:10](=[O:15])[NH:30][C@:25]1([C:23]([O:22][CH2:20][CH3:21])=[O:24])[CH2:27][C@H:26]1[CH:28]=[CH2:29])=[O:7])([CH3:4])([CH3:3])[CH3:2]. The yield is 0.890. (6) The yield is 0.800. The product is [C:18]([O:22][C:23]([N:25]1[C:34]2[C:29](=[CH:30][CH:31]=[C:32]([CH2:35][CH2:36][O:37][C:38]3[CH:39]=[C:40]4[C:44](=[CH:45][CH:46]=3)[N:43]([C:6]([C:7]3[CH:8]=[N:9][CH:10]=[C:11]([S:13]([CH3:16])(=[O:14])=[O:15])[CH:12]=3)=[CH:5][C:4]([O:3][CH2:1][CH3:2])=[O:17])[CH:42]=[CH:41]4)[N:33]=2)[CH2:28][CH2:27][CH2:26]1)=[O:24])([CH3:21])([CH3:19])[CH3:20]. The reactants are [CH2:1]([O:3][C:4](=[O:17])[C:5]#[C:6][C:7]1[CH:8]=[N:9][CH:10]=[C:11]([S:13]([CH3:16])(=[O:15])=[O:14])[CH:12]=1)[CH3:2].[C:18]([O:22][C:23]([N:25]1[C:34]2[C:29](=[CH:30][CH:31]=[C:32]([CH2:35][CH2:36][O:37][C:38]3[CH:39]=[C:40]4[C:44](=[CH:45][CH:46]=3)[NH:43][CH:42]=[CH:41]4)[N:33]=2)[CH2:28][CH2:27][CH2:26]1)=[O:24])([CH3:21])([CH3:20])[CH3:19]. No catalyst specified. (7) The reactants are [CH3:1][N:2]([CH3:40])[C:3]1[C:8]([CH2:9][C:10]([O:12]C)=[O:11])=[C:7]([N:14]2[CH2:19][CH2:18][O:17][CH2:16][CH2:15]2)[N:6]=[C:5]([CH2:20][C:21]2[CH:26]=[CH:25][C:24]([NH:27][C:28]([C:30]3[CH:39]=[CH:38][C:37]4[C:32](=[CH:33][CH:34]=[CH:35][CH:36]=4)[CH:31]=3)=[O:29])=[CH:23][CH:22]=2)[N:4]=1.[OH-].[Na+]. The catalyst is CO. The product is [CH3:40][N:2]([CH3:1])[C:3]1[C:8]([CH2:9][C:10]([OH:12])=[O:11])=[C:7]([N:14]2[CH2:19][CH2:18][O:17][CH2:16][CH2:15]2)[N:6]=[C:5]([CH2:20][C:21]2[CH:22]=[CH:23][C:24]([NH:27][C:28]([C:30]3[CH:39]=[CH:38][C:37]4[C:32](=[CH:33][CH:34]=[CH:35][CH:36]=4)[CH:31]=3)=[O:29])=[CH:25][CH:26]=2)[N:4]=1. The yield is 0.640. (8) The reactants are C([O:3][C:4]([C:6]1[CH2:10][CH:9]([CH2:11][C:12]2[CH:17]=[CH:16][C:15]([F:18])=[CH:14][CH:13]=2)[O:8][N:7]=1)=O)C.[BH4-].[Na+].O. The catalyst is C1COCC1. The product is [F:18][C:15]1[CH:14]=[CH:13][C:12]([CH2:11][CH:9]2[O:8][N:7]=[C:6]([CH2:4][OH:3])[CH2:10]2)=[CH:17][CH:16]=1. The yield is 1.00.